Dataset: Full USPTO retrosynthesis dataset with 1.9M reactions from patents (1976-2016). Task: Predict the reactants needed to synthesize the given product. (1) Given the product [C:35]([N:32]1[CH2:31][CH2:30][CH:29]([NH:28][C:26]([C:22]2[C:18]3=[N:19][CH:20]=[CH:21][C:16]([C:8]4[CH:9]=[C:10]([O:14][CH3:15])[C:11]([F:13])=[CH:12][C:7]=4[O:6][CH2:5][CH:2]4[CH2:4][CH2:3]4)=[C:17]3[NH:24][C:23]=2[CH3:25])=[O:27])[CH2:34][CH2:33]1)(=[O:37])[CH3:36], predict the reactants needed to synthesize it. The reactants are: Cl.[CH:2]1([CH2:5][O:6][C:7]2[CH:12]=[C:11]([F:13])[C:10]([O:14][CH3:15])=[CH:9][C:8]=2[C:16]2[CH:21]=[CH:20][N:19]=[C:18]3[C:22]([C:26]([NH:28][CH:29]4[CH2:34][CH2:33][NH:32][CH2:31][CH2:30]4)=[O:27])=[C:23]([CH3:25])[NH:24][C:17]=23)[CH2:4][CH2:3]1.[C:35](Cl)(=[O:37])[CH3:36]. (2) The reactants are: [CH3:1][O:2][C:3]1[CH:4]=[C:5]([NH2:14])[C:6](=[CH:10][C:11]=1[O:12][CH3:13])[C:7](O)=[O:8].C([O-])([O-])OC.C([O-])(=O)C.[NH4+:24].[CH3:25]O. Given the product [CH3:13][O:12][C:11]1[CH:10]=[C:6]2[C:5](=[CH:4][C:3]=1[O:2][CH3:1])[N:14]=[CH:25][NH:24][C:7]2=[O:8], predict the reactants needed to synthesize it. (3) Given the product [Cl:1][C:2]1[CH:3]=[C:4]([N:11]2[C:20]3[C:15](=[CH:16][C:17]([S:21]([NH:24][C:25]4[CH:29]=[CH:28][O:27][N:26]=4)(=[O:22])=[O:23])=[CH:18][CH:19]=3)[CH:14]=[CH:13][C:12]2=[O:30])[C:5]([O:9][CH3:10])=[N:6][C:7]=1[CH:31]1[CH2:33][CH2:32]1, predict the reactants needed to synthesize it. The reactants are: [Cl:1][C:2]1[CH:3]=[C:4]([N:11]2[C:20]3[C:15](=[CH:16][C:17]([S:21]([NH:24][C:25]4[CH:29]=[CH:28][O:27][N:26]=4)(=[O:23])=[O:22])=[CH:18][CH:19]=3)[CH:14]=[CH:13][C:12]2=[O:30])[C:5]([O:9][CH3:10])=[N:6][C:7]=1Cl.[CH:31]1(B(O)O)[CH2:33][CH2:32]1. (4) The reactants are: [Br:1][C:2]1[CH:7]=[CH:6][C:5](Br)=[CH:4][CH:3]=1.[CH3:9][PH:10](=[O:12])[CH3:11].CC#N. Given the product [Br:1][C:2]1[CH:7]=[CH:6][C:5]([P:10](=[O:12])([CH3:11])[CH3:9])=[CH:4][CH:3]=1, predict the reactants needed to synthesize it.